From a dataset of Catalyst prediction with 721,799 reactions and 888 catalyst types from USPTO. Predict which catalyst facilitates the given reaction. (1) Reactant: [N:1]([C@H:4]([C:20]1[CH:25]=[CH:24][C:23]([O:26][CH3:27])=[C:22]([CH3:28])[CH:21]=1)[C:5]([N:7]1[C@H:11]([CH2:12][C:13]2[CH:18]=[CH:17][CH:16]=[CH:15][CH:14]=2)[CH2:10][O:9][C:8]1=[O:19])=[O:6])=[N+]=[N-].[C:29](O[C:29]([O:31][C:32]([CH3:35])([CH3:34])[CH3:33])=[O:30])([O:31][C:32]([CH3:35])([CH3:34])[CH3:33])=[O:30]. Product: [C:32]([O:31][C:29](=[O:30])[NH:1][C@H:4]([C:20]1[CH:25]=[CH:24][C:23]([O:26][CH3:27])=[C:22]([CH3:28])[CH:21]=1)[C:5]([N:7]1[C@H:11]([CH2:12][C:13]2[CH:18]=[CH:17][CH:16]=[CH:15][CH:14]=2)[CH2:10][O:9][C:8]1=[O:19])=[O:6])([CH3:35])([CH3:34])[CH3:33]. The catalyst class is: 78. (2) Reactant: [N:1]1([C:7]2[CH:14]=[CH:13][C:10]([CH:11]=[O:12])=[CH:9][CH:8]=2)[CH2:6][CH2:5][NH:4][CH2:3][CH2:2]1.[CH3:15][C:16]([O:19][C:20](O[C:20]([O:19][C:16]([CH3:18])([CH3:17])[CH3:15])=[O:21])=[O:21])([CH3:18])[CH3:17]. Product: [CH:11]([C:10]1[CH:9]=[CH:8][C:7]([N:1]2[CH2:6][CH2:5][N:4]([C:20]([O:19][C:16]([CH3:18])([CH3:17])[CH3:15])=[O:21])[CH2:3][CH2:2]2)=[CH:14][CH:13]=1)=[O:12]. The catalyst class is: 808. (3) The catalyst class is: 219. Reactant: [CH3:1][N:2]1[C:6]([C:7](=[O:21])[NH:8][CH2:9][CH2:10][C:11]2[N:15]([CH3:16])[C:14]3[CH:17]=[CH:18][CH:19]=[CH:20][C:13]=3[N:12]=2)=[C:5]([C:22]([O:24]CC)=[O:23])[CH:4]=[N:3]1.[Li+].[OH-].Cl. Product: [CH3:1][N:2]1[C:6]([C:7](=[O:21])[NH:8][CH2:9][CH2:10][C:11]2[N:15]([CH3:16])[C:14]3[CH:17]=[CH:18][CH:19]=[CH:20][C:13]=3[N:12]=2)=[C:5]([C:22]([OH:24])=[O:23])[CH:4]=[N:3]1. (4) Reactant: [CH2:1]([CH:3]1[N:12]2[C:7](=[CH:8][C:9](=[O:18])[C:10]([C:13]([O:15][CH2:16][CH3:17])=[O:14])=[CH:11]2)[C:6]2[CH:19]=[C:20]([O:24][CH3:25])[C:21]([OH:23])=[CH:22][C:5]=2[CH2:4]1)[CH3:2].Br[CH2:27][C:28]([N:30]1[CH2:34][CH2:33][CH2:32][CH2:31]1)=[O:29].C([O-])([O-])=O.[K+].[K+].O. Product: [CH2:1]([CH:3]1[N:12]2[C:7](=[CH:8][C:9](=[O:18])[C:10]([C:13]([O:15][CH2:16][CH3:17])=[O:14])=[CH:11]2)[C:6]2[CH:19]=[C:20]([O:24][CH3:25])[C:21]([O:23][CH2:27][C:28](=[O:29])[N:30]3[CH2:34][CH2:33][CH2:32][CH2:31]3)=[CH:22][C:5]=2[CH2:4]1)[CH3:2]. The catalyst class is: 3. (5) Reactant: [CH3:1]/[C:2](/[CH:6]=[CH:7]/[C:8]1[CH:13]=[CH:12][C:11]([C:14]([F:17])([F:16])[F:15])=[CH:10][CH:9]=1)=[CH:3]\[CH2:4][OH:5]. Product: [CH3:1]/[C:2](/[CH:6]=[CH:7]/[C:8]1[CH:9]=[CH:10][C:11]([C:14]([F:15])([F:16])[F:17])=[CH:12][CH:13]=1)=[CH:3]\[CH:4]=[O:5]. The catalyst class is: 485.